Dataset: Reaction yield outcomes from USPTO patents with 853,638 reactions. Task: Predict the reaction yield, written as a fraction of the theoretical maximum amount of product (1.0 means a 100% yield; for example, 0.34 means a 34% yield). (1) The reactants are C([NH:9][C:10]1[O:11][C@@H:12]2[C@H:14]([C@@:15]([C:18]3[CH:19]=[C:20]([NH:25][C:26]([C:28]4[CH:33]=[N:32][C:31]([O:34][CH3:35])=[CH:30][N:29]=4)=[O:27])[CH:21]=[CH:22][C:23]=3[F:24])([CH3:17])[N:16]=1)[CH2:13]2)(=O)C1C=CC=CC=1.N. No catalyst specified. The product is [NH2:9][C:10]1[O:11][C@@H:12]2[C@H:14]([C@@:15]([C:18]3[CH:19]=[C:20]([NH:25][C:26]([C:28]4[CH:33]=[N:32][C:31]([O:34][CH3:35])=[CH:30][N:29]=4)=[O:27])[CH:21]=[CH:22][C:23]=3[F:24])([CH3:17])[N:16]=1)[CH2:13]2. The yield is 0.484. (2) The reactants are CON(C)[C:4]([C:6]1[C:7]2[CH2:16][CH2:15][CH2:14][CH2:13][C:12](=[O:17])[C:8]=2[N:9]([CH3:11])[N:10]=1)=[O:5].[OH-:19].[Na+]. The catalyst is CCO. The product is [CH3:11][N:9]1[C:8]2[C:12](=[O:17])[CH2:13][CH2:14][CH2:15][CH2:16][C:7]=2[C:6]([C:4]([OH:5])=[O:19])=[N:10]1. The yield is 1.00.